Predict the product of the given reaction. From a dataset of Forward reaction prediction with 1.9M reactions from USPTO patents (1976-2016). (1) Given the reactants [CH3:1][O:2][C:3]1[CH:34]=[CH:33][C:6]([CH2:7][NH:8][C:9]([C:11]2[S:32][C:14]3[N:15]([CH3:31])[C:16](=[O:30])[N:17]([CH2:20][C:21]4[CH:22]=[N:23][C:24]([N+:27]([O-])=O)=[CH:25][CH:26]=4)[C:18](=[O:19])[C:13]=3[CH:12]=2)=[O:10])=[CH:5][CH:4]=1, predict the reaction product. The product is: [CH3:1][O:2][C:3]1[CH:4]=[CH:5][C:6]([CH2:7][NH:8][C:9]([C:11]2[S:32][C:14]3[N:15]([CH3:31])[C:16](=[O:30])[N:17]([CH2:20][C:21]4[CH:22]=[N:23][C:24]([NH2:27])=[CH:25][CH:26]=4)[C:18](=[O:19])[C:13]=3[CH:12]=2)=[O:10])=[CH:33][CH:34]=1. (2) Given the reactants [OH-].[Na+:2].O1CCCC1.CO.[CH3:10][C:11]1[O:15][C:14]([C:16]2[CH:21]=[CH:20][CH:19]=[CH:18][CH:17]=2)=[N:13][C:12]=1[CH2:22][O:23][C:24]1[CH:56]=[CH:55][C:27]([CH2:28][N:29]2[C:41]3[CH:40]=[CH:39][CH:38]=[CH:37][C:36]=3[C:35]3[C:30]2=[CH:31][CH:32]=[CH:33][C:34]=3[O:42][CH2:43][C:44]2[CH:54]=[CH:53][C:47]([C:48]([O:50]CC)=[O:49])=[CH:46][CH:45]=2)=[CH:26][C:25]=1[O:57][CH3:58], predict the reaction product. The product is: [CH3:10][C:11]1[O:15][C:14]([C:16]2[CH:17]=[CH:18][CH:19]=[CH:20][CH:21]=2)=[N:13][C:12]=1[CH2:22][O:23][C:24]1[CH:56]=[CH:55][C:27]([CH2:28][N:29]2[C:41]3[CH:40]=[CH:39][CH:38]=[CH:37][C:36]=3[C:35]3[C:30]2=[CH:31][CH:32]=[CH:33][C:34]=3[O:42][CH2:43][C:44]2[CH:45]=[CH:46][C:47]([C:48]([O-:50])=[O:49])=[CH:53][CH:54]=2)=[CH:26][C:25]=1[O:57][CH3:58].[Na+:2].